Dataset: Catalyst prediction with 721,799 reactions and 888 catalyst types from USPTO. Task: Predict which catalyst facilitates the given reaction. (1) Reactant: [C:1]([O:5][C:6](=[O:19])[NH:7][C:8]1[CH:13]=[C:12](Cl)[C:11]([Cl:15])=[CH:10][C:9]=1[N+:16]([O-:18])=[O:17])([CH3:4])([CH3:3])[CH3:2].[NH:20]1[CH2:23][CH2:22][CH2:21]1.CCN(CC)CC. Product: [C:1]([O:5][C:6](=[O:19])[NH:7][C:8]1[CH:13]=[C:12]([N:20]2[CH2:23][CH2:22][CH2:21]2)[C:11]([Cl:15])=[CH:10][C:9]=1[N+:16]([O-:18])=[O:17])([CH3:4])([CH3:3])[CH3:2]. The catalyst class is: 16. (2) Reactant: [O:1]1[CH:6]=[CH:5][CH2:4][CH2:3][CH2:2]1.C[O:8][C:9]1[CH:19]=[CH:18][C:12]([CH:13]=[CH:14][C:15]([OH:17])=[O:16])=[CH:11][CH:10]=1.C1(C)C=CC(S(O)(=O)=O)=CC=1.Cl. Product: [O:1]1[CH2:2][CH2:3][CH2:4][CH2:5][CH:6]1[O:8][C:9]1[CH:10]=[CH:11][C:12]([CH:13]=[CH:14][C:15]([OH:17])=[O:16])=[CH:18][CH:19]=1. The catalyst class is: 28. (3) Reactant: [C:1](=O)([O-])[O-].[Cs+].[Cs+].[CH:7]([C:10]1[CH:15]=[CH:14][C:13]([OH:16])=[C:12]([O:17][C:18]2[CH:23]=[CH:22][CH:21]=[CH:20][CH:19]=2)[CH:11]=1)([CH3:9])[CH3:8].[CH3:24][O:25][C:26](=[O:45])[CH2:27][CH2:28][C:29]1[CH:34]=[CH:33][C:32]([O:35][CH2:36][CH2:37][C@@H:38]([O:40]S(C)(=O)=O)[CH3:39])=[CH:31][CH:30]=1.[CH3:46]OC(=O)CC. Product: [CH3:24][O:25][C:26](=[O:45])[CH2:27][CH2:28][C:29]1[CH:34]=[CH:33][C:32]([O:35][CH2:36][CH2:37][C@@H:38]([O:16][C:13]2[CH:14]=[CH:15][C:10]([CH:7]([CH3:9])[CH3:8])=[CH:11][C:12]=2[O:17][C:18]2[CH:23]=[CH:22][CH:21]=[CH:20][CH:19]=2)[CH3:39])=[CH:31][C:30]=1[CH3:1].[CH:7]([C:10]1[CH:15]=[CH:14][C:13]([O:40][C@@H:38]([CH3:39])[CH2:37][CH2:36][O:35][C:32]2[CH:33]=[CH:34][C:29]([CH2:28][CH2:27][C:26]([OH:25])=[O:45])=[C:30]([CH3:46])[CH:31]=2)=[C:12]([O:17][C:18]2[CH:23]=[CH:22][CH:21]=[CH:20][CH:19]=2)[CH:11]=1)([CH3:9])[CH3:8]. The catalyst class is: 121. (4) Reactant: Cl[C:2]1[C:8]2[CH:9]=[CH:10][CH:11]=[CH:12][C:7]=2[O:6][C:5]2[CH:13]=[CH:14][CH:15]=[CH:16][C:4]=2[N:3]=1.[CH2:17]1COCC1.C[Si]([Mg]Cl)(C)C. Product: [CH3:17][C:2]1[C:8]2[CH:9]=[CH:10][CH:11]=[CH:12][C:7]=2[O:6][C:5]2[CH:13]=[CH:14][CH:15]=[CH:16][C:4]=2[N:3]=1. The catalyst class is: 60. (5) Reactant: [CH3:1][C:2]1[CH:7]=[CH:6][N:5]=[CH:4][C:3]=1[N:8]1[CH2:12][CH2:11][NH:10][C:9]1=[O:13].Br[C:15]1[S:16][C:17]2[CH:23]=[CH:22][CH:21]=[CH:20][C:18]=2[N:19]=1.N[C@@H]1CCCC[C@H]1N.C(=O)([O-])[O-].[K+].[K+]. Product: [S:16]1[C:17]2[CH:23]=[CH:22][CH:21]=[CH:20][C:18]=2[N:19]=[C:15]1[N:10]1[CH2:11][CH2:12][N:8]([C:3]2[CH:4]=[N:5][CH:6]=[CH:7][C:2]=2[CH3:1])[C:9]1=[O:13]. The catalyst class is: 246. (6) Reactant: [H-].[Na+].[Cl:3][C:4]1[CH:5]=[CH:6][C:7]2[NH:8][C:9]3[C:14]([C:15]=2[CH:16]=1)=[CH:13][CH:12]=[CH:11][CH:10]=3.[O:17]1[CH2:19][CH:18]1[CH2:20]OS(C1C=CC=C([N+]([O-])=O)C=1)(=O)=O.[CH:34]1([N:40]2[CH2:45][CH2:44][NH:43][CH2:42][CH2:41]2)[CH2:39][CH2:38][CH2:37][CH2:36][CH2:35]1.[ClH:46]. Product: [Cl:3][C:4]1[CH:5]=[CH:6][C:7]2[N:8]([CH2:19][CH:18]([OH:17])[CH2:20][N:43]3[CH2:44][CH2:45][N:40]([CH:34]4[CH2:39][CH2:38][CH2:37][CH2:36][CH2:35]4)[CH2:41][CH2:42]3)[C:9]3[C:14]([C:15]=2[CH:16]=1)=[CH:13][CH:12]=[CH:11][CH:10]=3.[ClH:46]. The catalyst class is: 1. (7) Reactant: [NH2:1][C:2]1[S:3][C:4]2[CH:10]=[CH:9][CH:8]=[CH:7][C:5]=2[N:6]=1.C(N=C=NCCCN(C)C)C.ON1C2C=CC=CC=2N=N1.[CH3:32][O:33][C:34]1[CH:44]=[CH:43][C:42](/[CH:45]=[CH:46]\[C:47]2[CH:52]=[C:51]([O:53][CH3:54])[C:50]([O:55][CH3:56])=[C:49]([O:57][CH3:58])[CH:48]=2)=[CH:41][C:35]=1[O:36][CH2:37][C:38](O)=[O:39]. The catalyst class is: 46. Product: [S:3]1[C:4]2[CH:10]=[CH:9][CH:8]=[CH:7][C:5]=2[N:6]=[C:2]1[NH:1][C:38](=[O:39])[CH2:37][O:36][C:35]1[CH:41]=[C:42](/[CH:45]=[CH:46]\[C:47]2[CH:52]=[C:51]([O:53][CH3:54])[C:50]([O:55][CH3:56])=[C:49]([O:57][CH3:58])[CH:48]=2)[CH:43]=[CH:44][C:34]=1[O:33][CH3:32]. (8) Reactant: [C:1]1([C:25]2[CH:30]=[CH:29][CH:28]=[CH:27][CH:26]=2)[CH:6]=[CH:5][C:4]([CH2:7][C@@H:8]([NH:16][C:17]([C:19]2[NH:20][N:21]=[C:22]([Cl:24])[N:23]=2)=[O:18])[CH2:9][C@@H:10]([CH2:14][OH:15])[C:11]([OH:13])=[O:12])=[CH:3][CH:2]=1.Cl.[CH3:32][O:33][CH2:34][CH2:35]O. Product: [CH3:32][O:33][CH2:34][CH2:35][O:12][C:11](=[O:13])[C@H:10]([CH2:14][OH:15])[CH2:9][C@H:8]([NH:16][C:17]([C:19]1[NH:20][N:21]=[C:22]([Cl:24])[N:23]=1)=[O:18])[CH2:7][C:4]1[CH:5]=[CH:6][C:1]([C:25]2[CH:26]=[CH:27][CH:28]=[CH:29][CH:30]=2)=[CH:2][CH:3]=1. The catalyst class is: 12. (9) Reactant: [OH:1][C:2]1[C:3]([O:15][CH3:16])=[CH:4][C:5]([N+:12]([O-:14])=[O:13])=[C:6]([CH:11]=1)[C:7]([O:9][CH3:10])=[O:8].[CH2:17](Cl)[C:18]1[CH:23]=[CH:22][CH:21]=[CH:20][CH:19]=1.C([O-])([O-])=O.[K+].[K+].[I-].[K+]. Product: [CH2:17]([O:1][C:2]1[C:3]([O:15][CH3:16])=[CH:4][C:5]([N+:12]([O-:14])=[O:13])=[C:6]([CH:11]=1)[C:7]([O:9][CH3:10])=[O:8])[C:18]1[CH:23]=[CH:22][CH:21]=[CH:20][CH:19]=1. The catalyst class is: 3. (10) Reactant: [CH3:1][C:2]1([CH3:40])[O:6][C@@H:5]([CH2:7][O:8][C:9]2[CH:14]=[C:13]([CH3:15])[C:12]([C:16]3[CH:21]=[CH:20][CH:19]=[C:18]([CH2:22][O:23][C:24]4[CH:25]=[C:26]5[C:30](=[CH:31][CH:32]=4)[CH:29]([CH2:33][C:34]#N)[C:28]4([CH2:37][CH2:36]4)[CH2:27]5)[C:17]=3[CH3:38])=[C:11]([CH3:39])[CH:10]=2)[CH2:4][O:3]1.[H-].C([Al+]CC(C)C)C(C)C.C(OCC)(=[O:53])C.C(C(C(C([O-])=O)O)O)([O-])=O.[Na+].[K+]. Product: [CH3:1][C:2]1([CH3:40])[O:6][C@@H:5]([CH2:7][O:8][C:9]2[CH:14]=[C:13]([CH3:15])[C:12]([C:16]3[CH:21]=[CH:20][CH:19]=[C:18]([CH2:22][O:23][C:24]4[CH:25]=[C:26]5[C:30](=[CH:31][CH:32]=4)[CH:29]([CH2:33][CH:34]=[O:53])[C:28]4([CH2:37][CH2:36]4)[CH2:27]5)[C:17]=3[CH3:38])=[C:11]([CH3:39])[CH:10]=2)[CH2:4][O:3]1. The catalyst class is: 11.